This data is from Forward reaction prediction with 1.9M reactions from USPTO patents (1976-2016). The task is: Predict the product of the given reaction. (1) The product is: [N:31]1[S:32][N:33]=[C:34]2[CH:39]=[C:38]([NH:40][C:20]3[N:21]=[CH:22][C:17]4[CH:16]=[C:15]([C:9]5[C:8]([Cl:7])=[CH:13][CH:12]=[CH:11][C:10]=5[Cl:14])[C:28](=[O:29])[N:27]([CH3:30])[C:18]=4[N:19]=3)[CH:37]=[CH:36][C:35]=12. Given the reactants CC(C)([O-])C.[K+].[Cl:7][C:8]1[CH:13]=[CH:12][CH:11]=[C:10]([Cl:14])[C:9]=1[C:15]1[C:28](=[O:29])[N:27]([CH3:30])[C:18]2[N:19]=[C:20](S(C)(=O)=O)[N:21]=[CH:22][C:17]=2[CH:16]=1.[N:31]1[S:32][N:33]=[C:34]2[CH:39]=[C:38]([NH2:40])[CH:37]=[CH:36][C:35]=12, predict the reaction product. (2) The product is: [Br:1][C:2]1[C:6]2[C:7](=[O:11])[NH:8][CH:9]=[C:10]([I:19])[C:5]=2[S:4][CH:3]=1. Given the reactants [Br:1][C:2]1[C:6]2[C:7](=[O:11])[NH:8][CH:9]=[CH:10][C:5]=2[S:4][CH:3]=1.C1C(=O)N([I:19])C(=O)C1.C1COCC1.[O-]S([O-])=O.[Na+].[Na+], predict the reaction product. (3) Given the reactants [C:1]([NH:5][C:6](=[O:12])[C@H:7]([CH:9]([CH3:11])[CH3:10])[NH2:8])([CH3:4])([CH3:3])[CH3:2].[CH2:13]1[CH2:19][S:16](=[O:18])(=[O:17])[O:15][CH2:14]1, predict the reaction product. The product is: [C:1]([NH:5][C:6]([C@@H:7]([NH:8][CH2:14][CH2:13][CH2:19][S:16]([OH:18])(=[O:17])=[O:15])[CH:9]([CH3:10])[CH3:11])=[O:12])([CH3:4])([CH3:3])[CH3:2]. (4) Given the reactants [H-].[Na+].[C:3]1([CH3:16])[CH:8]=[CH:7][C:6]([C:9]([NH:11][CH2:12][C:13](=[O:15])[CH3:14])=[O:10])=[CH:5][CH:4]=1.I[CH2:18][CH2:19][CH2:20][CH2:21][CH2:22][CH2:23][O:24][C:25]([CH3:32])([CH3:31])[C:26]([O:28][CH2:29][CH3:30])=[O:27], predict the reaction product. The product is: [C:13]([CH:12]([NH:11][C:9]([C:6]1[CH:5]=[CH:4][C:3]([CH3:16])=[CH:8][CH:7]=1)=[O:10])[CH2:18][CH2:19][CH2:20][CH2:21][CH2:22][CH2:23][O:24][C:25]([CH3:31])([CH3:32])[C:26]([O:28][CH2:29][CH3:30])=[O:27])(=[O:15])[CH3:14]. (5) Given the reactants Cl[C:2]1[CH:3]=[N:4][CH:5]=[CH:6][C:7]=1[C:8]#[N:9].BrC1C=[CH:13][C:14]([S:19]CC)=C(C=1)C=O.C(=O)([O-])[O-].[K+].[K+], predict the reaction product. The product is: [CH2:14]([S:19][C:2]1[CH:3]=[N:4][CH:5]=[CH:6][C:7]=1[C:8]#[N:9])[CH3:13]. (6) Given the reactants [C:1]([C:4]1[C:5]([CH3:30])([CH3:29])[O:6][C:7]2[C:12]([C:13]=1[C:14]1[CH:19]=[CH:18][C:17]([F:20])=[CH:16][CH:15]=1)=[CH:11][CH:10]=[C:9]([NH:21]C(=O)OC(C)(C)C)[CH:8]=2)(=[O:3])[CH3:2].Cl.O1CCOCC1, predict the reaction product. The product is: [NH2:21][C:9]1[CH:8]=[C:7]2[C:12]([C:13]([C:14]3[CH:15]=[CH:16][C:17]([F:20])=[CH:18][CH:19]=3)=[C:4]([C:1](=[O:3])[CH3:2])[C:5]([CH3:30])([CH3:29])[O:6]2)=[CH:11][CH:10]=1.